Dataset: Reaction yield outcomes from USPTO patents with 853,638 reactions. Task: Predict the reaction yield, written as a fraction of the theoretical maximum amount of product (1.0 means a 100% yield; for example, 0.34 means a 34% yield). (1) The reactants are C[O:2][C:3](=[O:40])[C@H:4]([OH:39])[C@@H:5]([NH:13][C:14](=[O:38])[C:15]1[CH:20]=[C:19]([C:21]([NH:23][C@@H:24]([C:26]2[CH:31]=[CH:30][CH:29]=[CH:28][CH:27]=2)[CH3:25])=[O:22])[CH:18]=[C:17]([N:32]([CH3:37])[S:33]([CH3:36])(=[O:35])=[O:34])[CH:16]=1)[CH2:6][C:7]1[CH:12]=[CH:11][CH:10]=[CH:9][CH:8]=1.[OH-].[Na+]. The catalyst is CO. The product is [OH:39][C@H:4]([C@@H:5]([NH:13][C:14](=[O:38])[C:15]1[CH:20]=[C:19]([C:21]([NH:23][C@@H:24]([C:26]2[CH:31]=[CH:30][CH:29]=[CH:28][CH:27]=2)[CH3:25])=[O:22])[CH:18]=[C:17]([N:32]([CH3:37])[S:33]([CH3:36])(=[O:35])=[O:34])[CH:16]=1)[CH2:6][C:7]1[CH:8]=[CH:9][CH:10]=[CH:11][CH:12]=1)[C:3]([OH:40])=[O:2]. The yield is 0.960. (2) The reactants are [CH:1]1([C:6]2[CH:7]=[CH:8][C:9]3[O:13][C:12]([C:14]4[CH:15]=[C:16]5[C:21](=[CH:22][CH:23]=4)[CH2:20][N:19]([CH2:24][CH2:25][C:26]([O:28]C(C)(C)C)=[O:27])[CH2:18][CH2:17]5)=[CH:11][C:10]=3[CH:33]=2)[CH2:5][CH2:4][CH2:3][CH2:2]1.C(O)(C(F)(F)F)=O. The catalyst is C(Cl)Cl. The product is [CH:1]1([C:6]2[CH:7]=[CH:8][C:9]3[O:13][C:12]([C:14]4[CH:15]=[C:16]5[C:21](=[CH:22][CH:23]=4)[CH2:20][N:19]([CH2:24][CH2:25][C:26]([OH:28])=[O:27])[CH2:18][CH2:17]5)=[CH:11][C:10]=3[CH:33]=2)[CH2:2][CH2:3][CH2:4][CH2:5]1. The yield is 0.900. (3) The yield is 0.990. The product is [CH2:28]([N:8]([CH2:1][C:2]1[CH:3]=[CH:4][CH:5]=[CH:6][CH:7]=1)[C@@H:9]([CH2:20][C:21]1[CH:26]=[CH:25][CH:24]=[C:23]([F:27])[CH:22]=1)[CH2:10][OH:11])[C:29]1[CH:30]=[CH:31][CH:32]=[CH:33][CH:34]=1. The reactants are [CH2:1]([N:8]([CH2:28][C:29]1[CH:34]=[CH:33][CH:32]=[CH:31][CH:30]=1)[C@@H:9]([CH2:20][C:21]1[CH:26]=[CH:25][CH:24]=[C:23]([F:27])[CH:22]=1)[C:10](OCC1C=CC=CC=1)=[O:11])[C:2]1[CH:7]=[CH:6][CH:5]=[CH:4][CH:3]=1.[H-].[H-].[H-].[H-].[Li+].[Al+3]. The catalyst is C1COCC1. (4) The reactants are [CH3:1][C@H:2]1[N:7]2[C:8]3[CH:9]=[CH:10][C:11]([O:15][CH2:16][CH2:17][CH2:18][N:19]4C[CH2:23][CH2:22][CH2:21][CH2:20]4)=[CH:12][C:13]=3[CH:14]=[C:6]2[C:5](=[O:25])[NH:4][CH2:3]1.[OH:26][C@@H]1CCNC1.C(=O)([O-])[O-].[K+].[K+].[I-].[K+]. No catalyst specified. The product is [OH:26][C@@H:21]1[CH2:22][CH2:23][N:19]([CH2:18][CH2:17][CH2:16][O:15][C:11]2[CH:10]=[CH:9][C:8]3[N:7]4[C@H:2]([CH3:1])[CH2:3][NH:4][C:5](=[O:25])[C:6]4=[CH:14][C:13]=3[CH:12]=2)[CH2:20]1. The yield is 0.390. (5) The reactants are O.[OH-].[Li+].[C:4]1([C:10]2[N:15]=[CH:14][C:13]([C:16]3[S:17][CH:18]=[C:19]([C:21]([O:23]C(C)(C)C)=[O:22])[N:20]=3)=[CH:12][N:11]=2)[CH:9]=[CH:8][CH:7]=[CH:6][CH:5]=1. The catalyst is C(O)C.O.CN(C=O)C. The product is [C:4]1([C:10]2[N:15]=[CH:14][C:13]([C:16]3[S:17][CH:18]=[C:19]([C:21]([OH:23])=[O:22])[N:20]=3)=[CH:12][N:11]=2)[CH:5]=[CH:6][CH:7]=[CH:8][CH:9]=1. The yield is 0.870. (6) The reactants are [Cl:1][C:2]1[CH:3]=[C:4]([NH:9][C:10]2[C:11]3[CH:19]=[C:18](F)[N:17]=[CH:16][C:12]=3[N:13]=[CH:14][N:15]=2)[CH:5]=[CH:6][C:7]=1[Cl:8].[CH3:21][O:22][C:23]1[CH:30]=[CH:29][C:26]([CH2:27][NH2:28])=[CH:25][CH:24]=1. The catalyst is CS(C)=O. The product is [Cl:1][C:2]1[CH:3]=[C:4]([NH:9][C:10]2[C:11]3[CH:19]=[C:18]([NH:28][CH2:27][C:26]4[CH:29]=[CH:30][C:23]([O:22][CH3:21])=[CH:24][CH:25]=4)[N:17]=[CH:16][C:12]=3[N:13]=[CH:14][N:15]=2)[CH:5]=[CH:6][C:7]=1[Cl:8]. The yield is 0.640. (7) The reactants are Cl[C:2]1[C:3]2[CH:10]([CH3:11])[O:9][CH2:8][C:4]=2[N:5]=[CH:6][N:7]=1.[C:12]([O:16][C:17]([N:19]1[CH2:24][CH2:23][NH:22][C@@H:21]([CH3:25])[CH2:20]1)=[O:18])([CH3:15])([CH3:14])[CH3:13].CN1C(=O)CCC1. The catalyst is O.CCOC(C)=O. The product is [CH3:25][C@@H:21]1[N:22]([C:2]2[C:3]3[CH:10]([CH3:11])[O:9][CH2:8][C:4]=3[N:5]=[CH:6][N:7]=2)[CH2:23][CH2:24][N:19]([C:17]([O:16][C:12]([CH3:13])([CH3:15])[CH3:14])=[O:18])[CH2:20]1. The yield is 0.890. (8) The reactants are O[C:2]1[N:3]=[CH:4][C:5]([O:11][CH3:12])=[C:6]2[C:10]=1[NH:9][CH:8]=[CH:7]2.C1(OC)C=CC=CC=1.P(Br)(Br)([Br:23])=O. No catalyst specified. The product is [Br:23][C:2]1[N:3]=[CH:4][C:5]([O:11][CH3:12])=[C:6]2[C:10]=1[NH:9][CH:8]=[CH:7]2. The yield is 0.270. (9) The reactants are [CH2:1]([C:3]1[CH:8]=[CH:7][C:6]([S:9]([CH3:12])(=[O:11])=[O:10])=[CH:5][C:4]=1[N+:13]([O-])=O)[CH3:2].CC(=O)OCC. The product is [CH2:1]([C:3]1[CH:8]=[CH:7][C:6]([S:9]([CH3:12])(=[O:10])=[O:11])=[CH:5][C:4]=1[NH2:13])[CH3:2]. The catalyst is [Pd].CO. The yield is 0.940.